Task: Predict the reaction yield, written as a fraction of the theoretical maximum amount of product (1.0 means a 100% yield; for example, 0.34 means a 34% yield).. Dataset: Reaction yield outcomes from USPTO patents with 853,638 reactions (1) The reactants are [CH:1]1([O:6][C:7](=[O:33])[C@@H:8]([N:15]([CH2:23][C:24]2[CH:29]=[CH:28][CH:27]=[C:26]([N+:30]([O-])=O)[CH:25]=2)[C:16]([O:18][C:19]([CH3:22])([CH3:21])[CH3:20])=[O:17])[C:9]2[CH:14]=[CH:13][CH:12]=[CH:11][CH:10]=2)[CH2:5][CH2:4][CH2:3][CH2:2]1. The catalyst is C(O)C.[Pd]. The product is [CH:1]1([O:6][C:7](=[O:33])[C@@H:8]([N:15]([CH2:23][C:24]2[CH:29]=[CH:28][CH:27]=[C:26]([NH2:30])[CH:25]=2)[C:16]([O:18][C:19]([CH3:22])([CH3:21])[CH3:20])=[O:17])[C:9]2[CH:14]=[CH:13][CH:12]=[CH:11][CH:10]=2)[CH2:5][CH2:4][CH2:3][CH2:2]1. The yield is 0.960. (2) The reactants are C[O:2][C:3]([C:5]1[CH:6]=[CH:7][C:8]2=[C:9]([CH:23]=1)[O:10][CH2:11][C:12]1[CH:22]=[CH:21][CH:20]=[CH:19][C:13]=1/[C:14]/2=[C:15](/[C:17]#[N:18])\[CH3:16])=O.[BH4-].[Li+].Cl. The catalyst is C1COCC1. The product is [OH:2][CH2:3][C:5]1[CH:6]=[CH:7][C:8]2=[C:9]([CH:23]=1)[O:10][CH2:11][C:12]1[CH:22]=[CH:21][CH:20]=[CH:19][C:13]=1/[C:14]/2=[C:15](\[CH3:16])/[C:17]#[N:18]. The yield is 0.720. (3) The reactants are Cl[C:2]1[C:11]2[C:6](=[CH:7][CH:8]=[CH:9][CH:10]=2)[N:5]=[C:4]([CH3:12])[CH:3]=1.[CH3:13][O:14][C:15](=[O:30])[CH2:16][CH:17]1[NH:22][CH2:21][CH2:20][N:19]([C:23]([O:25][C:26]([CH3:29])([CH3:28])[CH3:27])=[O:24])[CH2:18]1.C(=O)([O-])[O-].[Cs+].[Cs+].CC1(C)C2C=CC=C(P(C3C=CC=CC=3)C3C=CC=CC=3)C=2OC2C1=CC=CC=2P(C1C=CC=CC=1)C1C=CC=CC=1. The catalyst is C1C=CC(/C=C/C(/C=C/C2C=CC=CC=2)=O)=CC=1.C1C=CC(/C=C/C(/C=C/C2C=CC=CC=2)=O)=CC=1.C1C=CC(/C=C/C(/C=C/C2C=CC=CC=2)=O)=CC=1.[Pd].[Pd].C1(C)C=CC=CC=1. The product is [CH3:13][O:14][C:15](=[O:30])[CH2:16][CH:17]1[N:22]([C:2]2[C:11]3[C:6](=[CH:7][CH:8]=[CH:9][CH:10]=3)[N:5]=[C:4]([CH3:12])[CH:3]=2)[CH2:21][CH2:20][N:19]([C:23]([O:25][C:26]([CH3:28])([CH3:27])[CH3:29])=[O:24])[CH2:18]1. The yield is 0.170.